The task is: Predict the reactants needed to synthesize the given product.. This data is from Full USPTO retrosynthesis dataset with 1.9M reactions from patents (1976-2016). (1) Given the product [CH3:1][N:2]1[C:29]2[C:24](=[CH:25][C:26]([C:30]([N:38]3[CH2:39][CH2:40][N:35]([CH3:34])[CH2:36][CH2:37]3)=[O:32])=[CH:27][CH:28]=2)[C:4]2([CH2:9][CH2:8][N:7]([C:10](=[O:23])/[CH:11]=[CH:12]/[C:13]3[CH:18]=[CH:17][CH:16]=[CH:15][C:14]=3[C:19]([F:22])([F:21])[F:20])[CH2:6][CH2:5]2)[C:3]1=[O:33], predict the reactants needed to synthesize it. The reactants are: [CH3:1][N:2]1[C:29]2[C:24](=[CH:25][C:26]([C:30]([OH:32])=O)=[CH:27][CH:28]=2)[C:4]2([CH2:9][CH2:8][N:7]([C:10](=[O:23])/[CH:11]=[CH:12]/[C:13]3[CH:18]=[CH:17][CH:16]=[CH:15][C:14]=3[C:19]([F:22])([F:21])[F:20])[CH2:6][CH2:5]2)[C:3]1=[O:33].[CH3:34][N:35]1[CH2:40][CH2:39][NH:38][CH2:37][CH2:36]1.C1C=CC2N(O)N=NC=2C=1.CCN=C=NCCCN(C)C.CCN(C(C)C)C(C)C. (2) Given the product [F:1][C:2]1[CH:34]=[C:33]([F:35])[CH:32]=[CH:31][C:3]=1[O:4][C:5]1[CH:6]=[C:7]2[C:11](=[CH:12][C:13]=1[C:14]([NH:16][C@@H:17]([CH2:22][CH2:23][N:24]([CH3:26])[CH3:25])[CH2:18][OH:19])=[O:15])[N:10]([CH2:27][CH:28]([CH3:29])[CH3:30])[N:9]=[CH:8]2, predict the reactants needed to synthesize it. The reactants are: [F:1][C:2]1[CH:34]=[C:33]([F:35])[CH:32]=[CH:31][C:3]=1[O:4][C:5]1[CH:6]=[C:7]2[C:11](=[CH:12][C:13]=1[C:14]([NH:16][C@@H:17]([CH2:22][CH2:23][N:24]([CH3:26])[CH3:25])[C:18](OC)=[O:19])=[O:15])[N:10]([CH2:27][CH:28]([CH3:30])[CH3:29])[N:9]=[CH:8]2.[BH4-].[Na+]. (3) Given the product [CH2:27]([N:17]([CH2:15][CH3:16])[C:18]1[CH:25]=[CH:24][C:21]([C:22]2[NH:1][N:2]=[C:3]([C:5]3[CH:10]=[CH:9][C:8]([C:11]([F:12])([F:13])[F:14])=[CH:7][N:6]=3)[N:4]=2)=[C:20]([OH:26])[CH:19]=1)[CH3:28], predict the reactants needed to synthesize it. The reactants are: [NH2:1][NH:2][C:3]([C:5]1[CH:10]=[CH:9][C:8]([C:11]([F:14])([F:13])[F:12])=[CH:7][N:6]=1)=[NH:4].[CH2:15]([N:17]([CH2:27][CH3:28])[C:18]1[CH:25]=[CH:24][C:21]([CH:22]=O)=[C:20]([OH:26])[CH:19]=1)[CH3:16].